Dataset: Forward reaction prediction with 1.9M reactions from USPTO patents (1976-2016). Task: Predict the product of the given reaction. (1) Given the reactants C[Al](C)C.[CH3:5][NH2:6].[OH:7][C@@H:8]1[CH2:13][N:12]([C:14]([O:16][C:17]([CH3:20])([CH3:19])[CH3:18])=[O:15])[C@H:11]([CH2:21][O:22][CH3:23])[CH:10]=[C:9]1[C:24]([O:26]C)=O, predict the reaction product. The product is: [OH:7][C@@H:8]1[CH2:13][N:12]([C:14]([O:16][C:17]([CH3:20])([CH3:19])[CH3:18])=[O:15])[C@H:11]([CH2:21][O:22][CH3:23])[CH:10]=[C:9]1[C:24](=[O:26])[NH:6][CH3:5]. (2) Given the reactants [P:1]([O:13][CH2:14][N:15]1[CH:19]=[CH:18][S:17]/[C:16]/1=[N:20]\[S:21]([C:24]1[CH:29]=[CH:28][C:27]([O:30][C:31]2[CH:36]=[CH:35][C:34]([Cl:37])=[CH:33][C:32]=2[C:38]2[N:42]([CH3:43])[N:41]=[CH:40][CH:39]=2)=[C:26]([C:44]#[N:45])[CH:25]=1)(=[O:23])=[O:22])([O:8]C(C)(C)C)([O:3]C(C)(C)C)=[O:2].FC(F)(F)C(O)=O, predict the reaction product. The product is: [P:1]([OH:8])([OH:3])([O:13][CH2:14][N:15]1[CH:19]=[CH:18][S:17]/[C:16]/1=[N:20]\[S:21]([C:24]1[CH:29]=[CH:28][C:27]([O:30][C:31]2[CH:36]=[CH:35][C:34]([Cl:37])=[CH:33][C:32]=2[C:38]2[N:42]([CH3:43])[N:41]=[CH:40][CH:39]=2)=[C:26]([C:44]#[N:45])[CH:25]=1)(=[O:22])=[O:23])=[O:2]. (3) Given the reactants [NH2:1][N:2]1[C@H:6]([CH2:7][O:8][CH2:9][C:10]2[CH:15]=[CH:14][CH:13]=[CH:12][CH:11]=2)[CH2:5][CH2:4][C:3]1=[O:16].[F:17][C:18]1[CH:23]=[CH:22][C:21]([CH2:24][C:25]([C:27]2[CH:32]=[CH:31][CH:30]=[C:29]([CH3:33])[N:28]=2)=O)=[CH:20][CH:19]=1, predict the reaction product. The product is: [CH2:9]([O:8][CH2:7][C@H:6]1[N:2]([N:1]=[C:25]([C:27]2[CH:32]=[CH:31][CH:30]=[C:29]([CH3:33])[N:28]=2)[CH2:24][C:21]2[CH:20]=[CH:19][C:18]([F:17])=[CH:23][CH:22]=2)[C:3](=[O:16])[CH2:4][CH2:5]1)[C:10]1[CH:15]=[CH:14][CH:13]=[CH:12][CH:11]=1. (4) Given the reactants C1(C)C=CC(S(O)(=O)=O)=CC=1.[NH2:12][C@@H:13]1[CH2:18][CH2:17][N:16]([C:19]([O:21][C:22]([CH3:25])([CH3:24])[CH3:23])=[O:20])[CH2:15][C@H:14]1[C:26]1[CH:31]=[CH:30][C:29]([F:32])=[C:28]([F:33])[CH:27]=1.[F:34][C:35]([F:50])([F:49])[C:36]1[CH:37]=[C:38]([CH:42]=[C:43]([C:45]([F:48])([F:47])[F:46])[CH:44]=1)[C:39](O)=[O:40], predict the reaction product. The product is: [F:34][C:35]([F:49])([F:50])[C:36]1[CH:37]=[C:38]([C:39]([NH:12][C@@H:13]2[CH2:18][CH2:17][N:16]([C:19]([O:21][C:22]([CH3:25])([CH3:23])[CH3:24])=[O:20])[CH2:15][C@H:14]2[C:26]2[CH:31]=[CH:30][C:29]([F:32])=[C:28]([F:33])[CH:27]=2)=[O:40])[CH:42]=[C:43]([C:45]([F:46])([F:47])[F:48])[CH:44]=1. (5) Given the reactants [NH2:1][C:2]1[C:6]([C:7]([O:9][CH2:10][CH3:11])=[O:8])=[CH:5][NH:4][N:3]=1.[H-].[Na+].[CH2:14](I)[CH3:15].O, predict the reaction product. The product is: [NH2:1][C:2]1[C:6]([C:7]([O:9][CH2:10][CH3:11])=[O:8])=[CH:5][N:4]([CH2:14][CH3:15])[N:3]=1. (6) Given the reactants Cl.Cl.C([O:11][CH2:12][CH2:13][O:14][CH2:15][CH2:16][N:17]1[C:25]2[C:24]([NH:26][C:27]3[CH:32]=[CH:31][C:30]([O:33][C:34]4[CH:39]=[CH:38][CH:37]=[C:36]([NH2:40])[CH:35]=4)=[C:29]([Cl:41])[CH:28]=3)=[N:23][CH:22]=[N:21][C:20]=2[CH:19]=[CH:18]1)(=O)C1C=CC=CC=1.[OH:42][CH2:43][C:44]([CH3:49])([CH3:48])[C:45](O)=[O:46].Cl.C(N=C=NCCCN(C)C)C.ON1C2C=CC=CC=2N=N1.[OH-].[Na+], predict the reaction product. The product is: [Cl:41][C:29]1[CH:28]=[C:27]([NH:26][C:24]2[C:25]3[N:17]([CH2:16][CH2:15][O:14][CH2:13][CH2:12][OH:11])[CH:18]=[CH:19][C:20]=3[N:21]=[CH:22][N:23]=2)[CH:32]=[CH:31][C:30]=1[O:33][C:34]1[CH:35]=[C:36]([NH:40][C:43](=[O:42])[C:44]([CH3:49])([CH3:48])[CH2:45][OH:46])[CH:37]=[CH:38][CH:39]=1. (7) Given the reactants [NH2:1][C:2]1[CH:3]=[C:4]([NH:8][C:9]2[C:14]([F:15])=[CH:13][N:12]=[C:11]([NH:16][C:17]3[CH:22]=[CH:21][C:20]([O:23][CH2:24][O:25][CH2:26][CH2:27][O:28][CH3:29])=[CH:19][CH:18]=3)[N:10]=2)[CH:5]=[CH:6][CH:7]=1.[C:30](Cl)(=[O:33])[CH:31]=[CH2:32].C(Cl)(Cl)Cl.CO.C(=O)(O)[O-].[Na+], predict the reaction product. The product is: [F:15][C:14]1[C:9]([NH:8][C:4]2[CH:3]=[C:2]([NH:1][C:30](=[O:33])[CH:31]=[CH2:32])[CH:7]=[CH:6][CH:5]=2)=[N:10][C:11]([NH:16][C:17]2[CH:22]=[CH:21][C:20]([O:23][CH2:24][O:25][CH2:26][CH2:27][O:28][CH3:29])=[CH:19][CH:18]=2)=[N:12][CH:13]=1.